From a dataset of Forward reaction prediction with 1.9M reactions from USPTO patents (1976-2016). Predict the product of the given reaction. (1) Given the reactants [NH2:1][C:2]1[CH:3]=[CH:4][C:5]([Cl:18])=[C:6]([C@:8]2([CH3:17])[C:13]([F:15])([F:14])[CH2:12][O:11][C:10]([NH2:16])=[N:9]2)[CH:7]=1.[C:19]([C:21]1[CH:22]=[CH:23][C:24]([C:27](O)=[O:28])=[N:25][CH:26]=1)#[N:20], predict the reaction product. The product is: [NH2:16][C:10]1[O:11][CH2:12][C:13]([F:14])([F:15])[C@:8]([C:6]2[CH:7]=[C:2]([NH:1][C:27]([C:24]3[CH:23]=[CH:22][C:21]([C:19]#[N:20])=[CH:26][N:25]=3)=[O:28])[CH:3]=[CH:4][C:5]=2[Cl:18])([CH3:17])[N:9]=1. (2) Given the reactants [Cl:1][C:2]1[CH:3]=[C:4]([CH:8]=[CH:9][CH:10]=1)[C:5](=[NH:7])[NH2:6].O=[C:12]1[CH2:17][CH2:16][CH2:15][S:14][CH:13]1[C:18](OC)=[O:19].C[O-].[Na+], predict the reaction product. The product is: [Cl:1][C:2]1[CH:3]=[C:4]([C:5]2[N:6]=[C:18]([OH:19])[C:13]3[S:14][CH2:15][CH2:16][CH2:17][C:12]=3[N:7]=2)[CH:8]=[CH:9][CH:10]=1. (3) Given the reactants [C:1]12([C:11]3[CH:12]=[C:13]([C:19]4[CH:20]=[C:21]5[C:26](=[CH:27][CH:28]=4)[CH:25]=[C:24]([CH:29]=[O:30])[CH:23]=[CH:22]5)[CH:14]=[CH:15][C:16]=3[O:17][CH3:18])[CH2:10][CH:5]3[CH2:6][CH:7]([CH2:9][CH:3]([CH2:4]3)[CH2:2]1)[CH2:8]2.C[Si]([C:35]#[N:36])(C)C.O, predict the reaction product. The product is: [C:1]12([C:11]3[CH:12]=[C:13]([C:19]4[CH:20]=[C:21]5[C:26](=[CH:27][CH:28]=4)[CH:25]=[C:24]([CH:29]([OH:30])[C:35]#[N:36])[CH:23]=[CH:22]5)[CH:14]=[CH:15][C:16]=3[O:17][CH3:18])[CH2:8][CH:7]3[CH2:6][CH:5]([CH2:4][CH:3]([CH2:9]3)[CH2:2]1)[CH2:10]2. (4) Given the reactants C(OC([N:8]1[CH2:12][CH2:11][CH2:10][C@@H:9]1[CH2:13][O:14][C:15]1[CH:20]=[CH:19][C:18]([CH2:21][C:22]2[CH:27]=[CH:26][C:25]([C:28]3[O:29][CH:30]=[CH:31][N:32]=3)=[CH:24][CH:23]=2)=[CH:17][CH:16]=1)=O)(C)(C)C.Cl.O1CCOCC1, predict the reaction product. The product is: [NH:8]1[CH2:12][CH2:11][CH2:10][C@@H:9]1[CH2:13][O:14][C:15]1[CH:20]=[CH:19][C:18]([CH2:21][C:22]2[CH:27]=[CH:26][C:25]([C:28]3[O:29][CH:30]=[CH:31][N:32]=3)=[CH:24][CH:23]=2)=[CH:17][CH:16]=1. (5) Given the reactants Cl[C:2]1[N:7]=[CH:6][C:5]2[C:8]([C@@H:30]3[CH2:32][C@H:31]3[C:33]([O:35]CC)=[O:34])=[N:9][N:10]([C:11]([C:24]3[CH:29]=[CH:28][CH:27]=[CH:26][CH:25]=3)([C:18]3[CH:23]=[CH:22][CH:21]=[CH:20][CH:19]=3)[C:12]3[CH:17]=[CH:16][CH:15]=[CH:14][CH:13]=3)[C:4]=2[CH:3]=1.[CH3:38][O:39][CH2:40][C@@H:41]([NH:48][C:49]([NH2:51])=[O:50])[C:42]1[CH:47]=[CH:46][CH:45]=[CH:44][CH:43]=1, predict the reaction product. The product is: [CH3:38][O:39][CH2:40][C@@H:41]([NH:48][C:49](=[O:50])[NH:51][C:2]1[N:7]=[CH:6][C:5]2[C:8]([C@@H:30]3[CH2:32][C@H:31]3[C:33]([OH:35])=[O:34])=[N:9][N:10]([C:11]([C:24]3[CH:25]=[CH:26][CH:27]=[CH:28][CH:29]=3)([C:18]3[CH:19]=[CH:20][CH:21]=[CH:22][CH:23]=3)[C:12]3[CH:17]=[CH:16][CH:15]=[CH:14][CH:13]=3)[C:4]=2[CH:3]=1)[C:42]1[CH:47]=[CH:46][CH:45]=[CH:44][CH:43]=1. (6) The product is: [CH2:1]([O:8][C:9]1[CH:10]=[CH:11][C:12]([N:15]([C:40]2[CH:45]=[CH:44][CH:43]=[CH:42][CH:41]=2)[C:16]([C:18]2[C:26]3[C:21](=[CH:22][CH:23]=[CH:24][CH:25]=3)[N:20]([C:27]3[CH:36]=[C:35]([Cl:37])[C:34]([O:38][CH3:39])=[CH:33][C:28]=3[C:29]([OH:31])=[O:30])[CH:19]=2)=[O:17])=[CH:13][CH:14]=1)[C:2]1[CH:7]=[CH:6][CH:5]=[CH:4][CH:3]=1. Given the reactants [CH2:1]([O:8][C:9]1[CH:14]=[CH:13][C:12]([N:15]([C:40]2[CH:45]=[CH:44][CH:43]=[CH:42][CH:41]=2)[C:16]([C:18]2[C:26]3[C:21](=[CH:22][CH:23]=[CH:24][CH:25]=3)[N:20]([C:27]3[CH:36]=[C:35]([Cl:37])[C:34]([O:38][CH3:39])=[CH:33][C:28]=3[C:29]([O:31]C)=[O:30])[CH:19]=2)=[O:17])=[CH:11][CH:10]=1)[C:2]1[CH:7]=[CH:6][CH:5]=[CH:4][CH:3]=1.[OH-].[Na+].C(OCC)(=O)C.O, predict the reaction product.